This data is from Reaction yield outcomes from USPTO patents with 853,638 reactions. The task is: Predict the reaction yield, written as a fraction of the theoretical maximum amount of product (1.0 means a 100% yield; for example, 0.34 means a 34% yield). The reactants are [Br:1][C:2]1[C:10]2[C:6](=[CH:7][N:8]([CH3:11])[N:9]=2)[CH:5]=[CH:4][CH:3]=1.C([N-]C(C)C)(C)C.[Li+].[O:20]1CCC[CH2:21]1.CCCCCCC.C(C1C=CC=CC=1)C.C=O. The catalyst is C1COCC1. The product is [Br:1][C:2]1[C:10]2[C:6](=[C:7]([CH2:21][OH:20])[N:8]([CH3:11])[N:9]=2)[CH:5]=[CH:4][CH:3]=1. The yield is 0.660.